Predict which catalyst facilitates the given reaction. From a dataset of Catalyst prediction with 721,799 reactions and 888 catalyst types from USPTO. Reactant: Br[C:2]1[CH:7]=[C:6]([Cl:8])[C:5]([C:9]([N:11]2[C:19]3[CH:18]=[CH:17][N:16]=[CH:15][C:14]=3[CH:13]=[CH:12]2)=[O:10])=[C:4]([Cl:20])[CH:3]=1.[C:21]([O:25][CH2:26][CH3:27])(=[O:24])[CH:22]=[CH2:23].C(N(CC)CC)C.C1(P(C2C=CC=CC=2)C2C=CC=CC=2)C=CC=CC=1. Product: [Cl:20][C:4]1[CH:3]=[C:2](/[CH:23]=[CH:22]/[C:21]([O:25][CH2:26][CH3:27])=[O:24])[CH:7]=[C:6]([Cl:8])[C:5]=1[C:9]([N:11]1[C:19]2[CH:18]=[CH:17][N:16]=[CH:15][C:14]=2[CH:13]=[CH:12]1)=[O:10]. The catalyst class is: 613.